From a dataset of Reaction yield outcomes from USPTO patents with 853,638 reactions. Predict the reaction yield, written as a fraction of the theoretical maximum amount of product (1.0 means a 100% yield; for example, 0.34 means a 34% yield). (1) The reactants are [OH:1][C:2]([CH3:16])([CH3:15])[CH2:3][CH2:4][N:5]1[C:9]2[CH:10]=[CH:11][CH:12]=[CH:13][C:8]=2[NH:7][C:6]1=[O:14].C(N(CC)CC)C.Cl[C:25](OC1C=CC([N+]([O-])=O)=CC=1)=[O:26].[NH2:37][C@H:38]([C:43]([NH2:45])=[O:44])[C:39]([CH3:42])([CH3:41])[CH3:40]. The yield is 0.330. The product is [NH2:45][C:43]([C@@H:38]([NH:37][C:25]([N:7]1[C:8]2[CH:13]=[CH:12][CH:11]=[CH:10][C:9]=2[N:5]([CH2:4][CH2:3][C:2]([OH:1])([CH3:16])[CH3:15])[C:6]1=[O:14])=[O:26])[C:39]([CH3:42])([CH3:41])[CH3:40])=[O:44]. The catalyst is ClCCCl. (2) The reactants are [Cl:1][C:2]1[CH:7]=[CH:6][C:5]([S:8]([NH:11][C@@H:12]([CH:17]([OH:19])[CH3:18])[C:13]([O:15][CH3:16])=[O:14])(=[O:10])=[O:9])=[CH:4][CH:3]=1.C([O-])([O-])=O.[K+].[K+].[CH2:26](I)[CH3:27]. The catalyst is CN(C=O)C.C(OCC)(=O)C. The product is [CH2:26]([N:11]([S:8]([C:5]1[CH:4]=[CH:3][C:2]([Cl:1])=[CH:7][CH:6]=1)(=[O:9])=[O:10])[C@@H:12]([CH:17]([OH:19])[CH3:18])[C:13]([O:15][CH3:16])=[O:14])[CH3:27]. The yield is 0.970. (3) The reactants are [NH2:1][C:2]1[CH:7]=[CH:6][C:5]([C@@H:8]2[O:13][CH2:12][CH2:11][N:10]([C:14]([O:16][C:17]([CH3:20])([CH3:19])[CH3:18])=[O:15])[CH2:9]2)=[CH:4][CH:3]=1.Cl[C:22]1[C:27]([Cl:28])=[CH:26][CH:25]=[CH:24][N:23]=1.C(=O)([O-])[O-].[Cs+].[Cs+].CC1(C)C2C(=C(P(C3C=CC=CC=3)C3C=CC=CC=3)C=CC=2)OC2C(P(C3C=CC=CC=3)C3C=CC=CC=3)=CC=CC1=2. The catalyst is O1CCOCC1. The product is [Cl:28][C:27]1[C:22]([NH:1][C:2]2[CH:7]=[CH:6][C:5]([C@@H:8]3[O:13][CH2:12][CH2:11][N:10]([C:14]([O:16][C:17]([CH3:20])([CH3:19])[CH3:18])=[O:15])[CH2:9]3)=[CH:4][CH:3]=2)=[N:23][CH:24]=[CH:25][CH:26]=1. The yield is 0.530.